The task is: Predict which catalyst facilitates the given reaction.. This data is from Catalyst prediction with 721,799 reactions and 888 catalyst types from USPTO. (1) Reactant: [CH3:1][N:2]1[C:10]2[C:5](=[CH:6][CH:7]=[CH:8][CH:9]=2)[CH:4]=[CH:3]1.[Cl-].C([Al+]CC)C.CCCCCC.[C:23]1([CH2:29][C:30](Cl)=[O:31])[CH:28]=[CH:27][CH:26]=[CH:25][CH:24]=1. Product: [CH3:1][N:2]1[C:10]2[C:5](=[CH:6][CH:7]=[CH:8][CH:9]=2)[C:4]([C:30](=[O:31])[CH2:29][C:23]2[CH:28]=[CH:27][CH:26]=[CH:25][CH:24]=2)=[CH:3]1. The catalyst class is: 4. (2) Product: [Br:1][C:2]1[C:3]([N:18]2[CH2:23][CH2:22][C:21]([O:25][CH3:26])([CH3:24])[CH2:20][CH2:19]2)=[C:4]([C@H:10]([O:17][C:4]([CH3:10])([CH3:5])[CH3:3])[C:11]([O:13][CH:14]([CH3:16])[CH3:15])=[O:12])[C:5]([CH3:9])=[N:6][C:7]=1[CH3:8]. Reactant: [Br:1][C:2]1[C:3]([N:18]2[CH2:23][CH2:22][C:21]([O:25][CH3:26])([CH3:24])[CH2:20][CH2:19]2)=[C:4]([C@H:10]([OH:17])[C:11]([O:13][CH:14]([CH3:16])[CH3:15])=[O:12])[C:5]([CH3:9])=[N:6][C:7]=1[CH3:8]. The catalyst class is: 2.